This data is from Full USPTO retrosynthesis dataset with 1.9M reactions from patents (1976-2016). The task is: Predict the reactants needed to synthesize the given product. (1) Given the product [NH3:5].[CH:1]([C:4]1[S:13][C:12]2[CH2:11][C:10]3[CH:14]=[CH:15][CH:16]=[CH:17][C:9]=3[N:8]=[C:7]([N:38]3[CH2:37][CH2:36][NH:35][C@@H:34]([CH2:33][CH2:32][C:29]4[CH:30]=[CH:31][C:26]([O:25][CH3:24])=[CH:27][CH:28]=4)[CH2:39]3)[C:6]=2[N:5]=1)([CH3:3])[CH3:2], predict the reactants needed to synthesize it. The reactants are: [CH:1]([C:4]1[S:13][C:12]2[CH2:11][C:10]3[CH:14]=[CH:15][CH:16]=[CH:17][C:9]=3[NH:8][C:7](=O)[C:6]=2[N:5]=1)([CH3:3])[CH3:2].P(Cl)(Cl)(Cl)=O.[CH3:24][O:25][C:26]1[CH:31]=[CH:30][C:29]([CH2:32][CH2:33][C@H:34]2[CH2:39][NH:38][CH2:37][CH2:36][NH:35]2)=[CH:28][CH:27]=1.[OH-].[NH4+]. (2) Given the product [CH2:7]([O:6][C:4]([CH:3]1[CH2:23][C:18]2[C:17](=[CH:22][CH:21]=[CH:20][CH:19]=2)[CH:16]1[N+:27]#[C-:25])=[O:5])[CH3:8], predict the reactants needed to synthesize it. The reactants are: [N+]([CH2:3][C:4]([O:6][CH2:7][CH3:8])=[O:5])#[C-].C([O-])([O-])=O.[K+].[K+].Br[CH2:16][C:17]1[CH:22]=[CH:21][CH:20]=[CH:19][C:18]=1[CH2:23]Br.[C:25](#[N:27])C.